From a dataset of Peptide-MHC class I binding affinity with 185,985 pairs from IEDB/IMGT. Regression. Given a peptide amino acid sequence and an MHC pseudo amino acid sequence, predict their binding affinity value. This is MHC class I binding data. (1) The peptide sequence is LLVKLALITV. The MHC is HLA-A02:17 with pseudo-sequence HLA-A02:17. The binding affinity (normalized) is 0.186. (2) The peptide sequence is NNKSRLVAF. The MHC is HLA-B27:05 with pseudo-sequence HLA-B27:05. The binding affinity (normalized) is 0.0847. (3) The peptide sequence is KHNSAESAK. The MHC is HLA-B40:01 with pseudo-sequence HLA-B40:01. The binding affinity (normalized) is 0.0847.